Dataset: Full USPTO retrosynthesis dataset with 1.9M reactions from patents (1976-2016). Task: Predict the reactants needed to synthesize the given product. (1) The reactants are: [NH2:1][C@@H:2]1[CH2:6][O:5][CH2:4][C@H:3]1[OH:7].C(N(CC)C(C)C)(C)C.Cl[C:18]([O:20][CH2:21][C:22]1[CH:27]=[CH:26][CH:25]=[CH:24][CH:23]=1)=[O:19]. Given the product [OH:7][C@@H:3]1[CH2:4][O:5][CH2:6][C@H:2]1[NH:1][C:18](=[O:19])[O:20][CH2:21][C:22]1[CH:27]=[CH:26][CH:25]=[CH:24][CH:23]=1, predict the reactants needed to synthesize it. (2) The reactants are: [CH3:1][O:2][C:3]1[CH:4]=[C:5]2[C:10](=[CH:11][C:12]=1[O:13][CH3:14])[N:9]=[CH:8][CH:7]=[C:6]2[O:15][C:16]1[CH:22]=[CH:21][C:19]([NH2:20])=[C:18]([CH3:23])[C:17]=1[CH3:24].C1(C)C=CC=CC=1.C(N(CC)CC)C.ClC(Cl)(O[C:43](=[O:49])[O:44][C:45](Cl)(Cl)Cl)Cl.[Cl:51][C:52]1[CH:62]=[CH:61][C:55]([O:56][CH2:57][CH2:58]CO)=[CH:54][CH:53]=1. Given the product [CH3:1][O:2][C:3]1[CH:4]=[C:5]2[C:10](=[CH:11][C:12]=1[O:13][CH3:14])[N:9]=[CH:8][CH:7]=[C:6]2[O:15][C:16]1[CH:22]=[CH:21][C:19]([NH:20][C:43](=[O:49])[O:44][CH2:45][CH2:58][CH2:57][O:56][C:55]2[CH:61]=[CH:62][C:52]([Cl:51])=[CH:53][CH:54]=2)=[C:18]([CH3:23])[C:17]=1[CH3:24], predict the reactants needed to synthesize it. (3) Given the product [BrH:9].[CH3:7][C:5]1[N:6]([CH2:10][CH:11]2[CH2:16][CH2:15][CH2:14][CH2:13][O:12]2)[C:2](=[NH:1])[S:3][C:4]=1[CH3:8], predict the reactants needed to synthesize it. The reactants are: [NH2:1][C:2]1[S:3][C:4]([CH3:8])=[C:5]([CH3:7])[N:6]=1.[Br:9][CH2:10][CH:11]1[CH2:16][CH2:15][CH2:14][CH2:13][O:12]1. (4) Given the product [Cl:37][C:24]1[CH:23]=[C:22]([NH:21][C:14]2[C:13]3[C:18](=[CH:19][CH:20]=[C:11]([NH2:10])[CH:12]=3)[N:17]=[CH:16][N:15]=2)[CH:27]=[CH:26][C:25]=1[O:28][CH2:29][C:30]1[CH:35]=[CH:34][CH:49]=[CH:48][N:47]=1, predict the reactants needed to synthesize it. The reactants are: C(OC(=O)NCC(=O)[NH:10][C:11]1[CH:12]=[C:13]2[C:18](=[CH:19][CH:20]=1)[N:17]=[CH:16][N:15]=[C:14]2[NH:21][C:22]1[CH:27]=[CH:26][C:25]([O:28][CH2:29][C:30]2[CH:35]=[CH:34]C=C(F)C=2)=[C:24]([Cl:37])[CH:23]=1)(C)(C)C.C(OC([N:47]1CC[CH2:49][C@H:48]1C(O)=O)=O)(C)(C)C. (5) Given the product [C:16]([O:15][C@@H:8]1[C@H:7]([O:19][CH2:20][C:21]2[CH:26]=[CH:25][CH:24]=[CH:23][CH:22]=2)[C@@:6]([CH2:5][O:4][C:1](=[O:3])[CH3:2])([CH2:27][O:28][CH2:29][C:30]2[CH:35]=[CH:34][CH:33]=[CH:32][CH:31]=2)[O:14][C@H:9]1[N:49]1[CH:48]=[N:47][C:46]2[C:50]1=[N:51][CH:52]=[N:53][C:45]=2[NH:44][C:36](=[O:43])[C:37]1[CH:42]=[CH:41][CH:40]=[CH:39][CH:38]=1)(=[O:18])[CH3:17], predict the reactants needed to synthesize it. The reactants are: [C:1]([O:4][CH2:5][C@:6]1([CH2:27][O:28][CH2:29][C:30]2[CH:35]=[CH:34][CH:33]=[CH:32][CH:31]=2)[O:14][CH:9](OC(=O)C)[C@H:8]([O:15][C:16](=[O:18])[CH3:17])[C@@H:7]1[O:19][CH2:20][C:21]1[CH:26]=[CH:25][CH:24]=[CH:23][CH:22]=1)(=[O:3])[CH3:2].[C:36]([NH:44][C:45]1[N:53]=[CH:52][N:51]=[C:50]2[C:46]=1[NH:47][CH:48]=[N:49]2)(=[O:43])[C:37]1[CH:42]=[CH:41][CH:40]=[CH:39][CH:38]=1.C/C(/O[Si](C)(C)C)=N\[Si](C)(C)C.O([Si](C)(C)C)S(C(F)(F)F)(=O)=O. (6) Given the product [CH2:50]([O:44][C:43](=[O:46])[CH2:10][CH2:9][CH2:8][CH2:7][CH2:6][CH2:5][N:11]([C:12]1[CH:17]=[C:16]([C:37]2[CH:38]=[CH:39][C:34]([F:33])=[CH:35][CH:36]=2)[CH:15]=[CH:14][N:13]=1)[C:26]1[CH:31]=[CH:30][CH:29]=[CH:28][N:27]=1)[CH3:51], predict the reactants needed to synthesize it. The reactants are: C(OC(=O)[CH:5]([N:11]([C:26]1[CH:31]=[CH:30][CH:29]=[CH:28][N:27]=1)[C:12]1[CH:17]=[C:16](OS(C(F)(F)F)(=O)=O)[CH:15]=[CH:14][N:13]=1)[CH2:6][CH2:7][CH2:8][CH2:9][CH3:10])C.[F:33][C:34]1[CH:39]=[CH:38][C:37](B(O)O)=[CH:36][CH:35]=1.[C:43](=[O:46])([O-])[O-:44].[K+].[K+].O.[C:50]1(C)C=CC=C[CH:51]=1. (7) Given the product [F:1][C:2]1[CH:7]=[CH:6][C:5]([F:8])=[CH:4][C:3]=1[CH:9]=[CH:10][CH2:11][N:12]1[CH2:17][CH2:16][O:15][C:14]([CH2:22][CH2:23][CH2:24][C:25]2[C:34]3[C:29](=[CH:30][CH:31]=[C:32]([O:35][CH3:36])[CH:33]=3)[N:28]=[CH:27][C:26]=2[F:37])([C:18]([OH:20])=[O:19])[CH2:13]1, predict the reactants needed to synthesize it. The reactants are: [F:1][C:2]1[CH:7]=[CH:6][C:5]([F:8])=[CH:4][C:3]=1[CH:9]=[CH:10][CH2:11][N:12]1[CH2:17][CH2:16][O:15][C:14]([CH2:22][CH2:23][CH2:24][C:25]2[C:34]3[C:29](=[CH:30][CH:31]=[C:32]([O:35][CH3:36])[CH:33]=3)[N:28]=[CH:27][C:26]=2[F:37])([C:18]([O:20]C)=[O:19])[CH2:13]1.CO.[OH-].[Na+].Cl.